Task: Predict the product of the given reaction.. Dataset: Forward reaction prediction with 1.9M reactions from USPTO patents (1976-2016) (1) Given the reactants [CH2:1]([NH2:8])[C:2]1[CH:7]=[CH:6][CH:5]=[CH:4][CH:3]=1.[O:9]1[C:13]([C:14]2[CH:19]=[CH:18][C:17]([NH:20][C:21]3[N:22]=[C:23](OS(C(F)(F)F)(=O)=O)[C:24]4[CH2:30][N:29]([C:31]([O:33][C:34]([CH3:37])([CH3:36])[CH3:35])=[O:32])[CH2:28][CH2:27][C:25]=4[N:26]=3)=[CH:16][CH:15]=2)=[CH:12][N:11]=[CH:10]1, predict the reaction product. The product is: [CH2:1]([NH:8][C:23]1[C:24]2[CH2:30][N:29]([C:31]([O:33][C:34]([CH3:37])([CH3:36])[CH3:35])=[O:32])[CH2:28][CH2:27][C:25]=2[N:26]=[C:21]([NH:20][C:17]2[CH:16]=[CH:15][C:14]([C:13]3[O:9][CH:10]=[N:11][CH:12]=3)=[CH:19][CH:18]=2)[N:22]=1)[C:2]1[CH:7]=[CH:6][CH:5]=[CH:4][CH:3]=1. (2) Given the reactants [F:1][CH:2]([F:15])[O:3][C:4]1[CH:9]=[CH:8][N:7]=[C:6]([CH2:10][C:11](OC)=[O:12])[CH:5]=1.[NH3:16].CO, predict the reaction product. The product is: [F:1][CH:2]([F:15])[O:3][C:4]1[CH:9]=[CH:8][N:7]=[C:6]([CH2:10][C:11]([NH2:16])=[O:12])[CH:5]=1. (3) Given the reactants [CH:1]1[C:10]2[C:5](=[CH:6][CH:7]=[CH:8][CH:9]=2)[CH:4]=[CH:3][C:2]=1[OH:11].[C:12]([O:16][CH2:17][CH3:18])(=[O:15])[CH:13]=[O:14].C1(C)C=CC=CC=1, predict the reaction product. The product is: [OH:14][CH:13]([C:1]1[C:10]2[C:5](=[CH:6][CH:7]=[CH:8][CH:9]=2)[CH:4]=[CH:3][C:2]=1[OH:11])[C:12]([O:16][CH2:17][CH3:18])=[O:15]. (4) The product is: [Cl:16][C:17]1[CH:23]=[CH:22][C:20]([NH:21][C:13]([CH:11]2[CH2:10][S:9][C:8]([C:5]3[CH:4]=[CH:3][C:2]([Cl:1])=[CH:7][CH:6]=3)=[N:12]2)=[O:15])=[CH:19][CH:18]=1. Given the reactants [Cl:1][C:2]1[CH:7]=[CH:6][C:5]([C:8]2[S:9][CH2:10][CH:11]([C:13]([OH:15])=O)[N:12]=2)=[CH:4][CH:3]=1.[Cl:16][C:17]1[CH:23]=[CH:22][C:20]([NH2:21])=[CH:19][CH:18]=1.CCN(C(C)C)C(C)C.C1CN([P+](Br)(N2CCCC2)N2CCCC2)CC1.F[P-](F)(F)(F)(F)F, predict the reaction product. (5) The product is: [CH2:25]([N:22]1[CH2:23][CH2:24][C:19]([C:16]2[CH:17]=[CH:18][C:13]([C:12]([N:3]([CH2:4][CH3:5])[CH2:1][CH3:2])=[O:11])=[CH:14][CH:15]=2)([C:32]2[CH:37]=[CH:36][CH:35]=[C:34]([O:38][CH3:39])[CH:33]=2)[CH2:20][CH2:21]1)[C:26]1[CH:27]=[CH:28][CH:29]=[CH:30][CH:31]=1. Given the reactants [CH2:1]([NH:3][CH2:4][CH3:5])[CH3:2].C[Al](C)C.C[O:11][C:12](=O)[C:13]1[CH:18]=[CH:17][C:16]([C:19]2([C:32]3[CH:37]=[CH:36][CH:35]=[C:34]([O:38][CH3:39])[CH:33]=3)[CH2:24][CH2:23][N:22]([CH2:25][C:26]3[CH:31]=[CH:30][CH:29]=[CH:28][CH:27]=3)[CH2:21][CH2:20]2)=[CH:15][CH:14]=1.C([O-])(O)=O.[Na+], predict the reaction product.